From a dataset of Full USPTO retrosynthesis dataset with 1.9M reactions from patents (1976-2016). Predict the reactants needed to synthesize the given product. (1) Given the product [NH2:5][C:6]1[CH:7]=[CH:8][C:9]([C:10]([O:12][CH2:13][CH2:14][CH:18]([CH3:17])[CH2:22][C:23]([CH3:26])([CH3:25])[CH3:24])=[O:11])=[CH:15][CH:16]=1, predict the reactants needed to synthesize it. The reactants are: [Na].C(O)C.[NH2:5][C:6]1[CH:16]=[CH:15][C:9]([C:10]([O:12][CH2:13][CH3:14])=[O:11])=[CH:8][CH:7]=1.[CH3:17][CH:18]([CH2:22][C:23]([CH3:26])([CH3:25])[CH3:24])CCO. (2) The reactants are: [CH:1]12[NH:8][CH:5]([CH2:6][CH2:7]1)[CH2:4][CH2:3][CH2:2]2.[C:9]([C:11]1[C:20]2[C:15](=[CH:16][CH:17]=[CH:18][CH:19]=2)[C:14](F)=[CH:13][CH:12]=1)#[N:10]. Given the product [CH:5]12[N:8]([C:14]3[C:15]4[C:20](=[CH:19][CH:18]=[CH:17][CH:16]=4)[C:11]([C:9]#[N:10])=[CH:12][CH:13]=3)[CH:1]([CH2:7][CH2:6]1)[CH2:2][CH2:3][CH2:4]2, predict the reactants needed to synthesize it. (3) Given the product [NH:14]1[CH:15]=[CH:16][CH:17]=[C:13]1[C:7]1[C:6]2[C:10](=[CH:11][CH:12]=[C:4]([NH2:1])[CH:5]=2)[NH:9][N:8]=1, predict the reactants needed to synthesize it. The reactants are: [N+:1]([C:4]1[CH:5]=[C:6]2[C:10](=[CH:11][CH:12]=1)[NH:9][N:8]=[C:7]2[C:13]1[NH:14][CH:15]=[CH:16][CH:17]=1)([O-])=O. (4) Given the product [CH:24]1([C:9]2([CH2:1][CH2:2][C:7]3[CH:6]=[C:5]([CH2:4][CH3:3])[N:45]=[C:46]([CH2:47][CH3:42])[CH:48]=3)[O:23][C:21](=[O:80])[C:16]([CH2:17][C:18]3[N:100]=[C:93]4[N:92]=[C:69]([CH3:70])[CH:68]=[C:67]([CH3:66])[N:94]4[N:98]=3)=[C:15]([OH:22])[CH2:10]2)[CH2:52][CH2:56][CH2:55][CH2:57]1, predict the reactants needed to synthesize it. The reactants are: [C:1]([C@@:9]([C:24](O)=O)([OH:23])[C@@:10]([C:15](=[O:22])[C:16]1[CH:21]=CC=[CH:18][CH:17]=1)(O)C(O)=O)(=O)[C:2]1[CH:7]=[CH:6][CH:5]=[CH:4][CH:3]=1.C1(C2(CC[C:42]3[CH:47]=[C:46]([CH2:48]C)[N:45]=C(CC)C=3)OC(=O)C=C(O)C2)CCCC1.[CH:52]1[CH:56]=[C:55]([CH2:57]N(CCBr)CCBr)SC=1.Br.[CH3:66][CH:67]1O[CH2:70][CH2:69][CH2:68]1.C([O-])(O)=O.[Na+].C(O)(=O)CC(CC(O)=O)(C(O)=O)[OH:80].CC1C=C(C)[N:94]2[N:98]=C(C=O)[N:100]=[C:93]2[N:92]=1. (5) Given the product [CH2:1]([N:8]1[CH2:12][CH2:11][CH:10]([CH2:14][OH:15])[CH2:9]1)[C:2]1[CH:7]=[CH:6][CH:5]=[CH:4][CH:3]=1, predict the reactants needed to synthesize it. The reactants are: [CH2:1]([N:8]1[C:12](=O)[CH2:11][CH:10]([C:14](OC)=[O:15])[CH2:9]1)[C:2]1[CH:7]=[CH:6][CH:5]=[CH:4][CH:3]=1.[H-].[Al+3].[Li+].[H-].[H-].[H-]. (6) Given the product [CH3:25][O:26][C:27](=[O:72])[NH:28][C@H:29]([C:43](=[O:71])[NH:44][CH2:45][CH2:46][CH2:47][CH2:48][C@H:49]([N:56]([S:61]([C:64]1[CH:65]=[CH:66][C:67]([NH2:70])=[C:68]([F:79])[CH:69]=1)(=[O:62])=[O:63])[CH2:57][CH:58]([CH3:60])[CH3:59])[CH2:50][O:51][P:52]([O:55][CH2:24][CH3:19])([O:54][CH2:83][CH3:84])=[O:53])[CH:30]([C:37]1[CH:42]=[CH:41][CH:40]=[CH:39][CH:38]=1)[C:31]1[CH:32]=[CH:33][CH:34]=[CH:35][CH:36]=1, predict the reactants needed to synthesize it. The reactants are: N1(C(N[C@@H](CC2[C:24]3[C:19](=CC=CC=3)C=CC=2)C(O)=O)=O)CCOCC1.[CH3:25][O:26][C:27](=[O:72])[NH:28][C@H:29]([C:43](=[O:71])[NH:44][CH2:45][CH2:46][CH2:47][CH2:48][C@H:49]([N:56]([S:61]([C:64]1[CH:69]=[CH:68][C:67]([NH2:70])=[CH:66][CH:65]=1)(=[O:63])=[O:62])[CH2:57][CH:58]([CH3:60])[CH3:59])[CH2:50][O:51][P:52]([OH:55])([OH:54])=[O:53])[CH:30]([C:37]1[CH:42]=[CH:41][CH:40]=[CH:39][CH:38]=1)[C:31]1[CH:36]=[CH:35][CH:34]=[CH:33][CH:32]=1.[B-](F)(F)(F)F.[B-](F)(F)(F)[F:79].[CH2:83]1[N+]2(CCl)CC[N+](F)(CC2)[CH2:84]1. (7) Given the product [ClH:66].[NH2:55][CH2:54][C@H:51]1[CH2:52][CH2:53][C@H:48]([C:46]([NH:45][C@H:30]([C:31](=[O:44])[NH:32][C:33]2[CH:38]=[CH:37][C:36]([C:39]3[N:40]=[N:41][NH:42][N:43]=3)=[CH:35][CH:34]=2)[CH2:29][C:26]2[CH:27]=[CH:28][C:23]([C:20]3[CH:21]=[CH:22][C:17]([C:15]([NH:14][CH2:13][CH2:12][CH2:11][N:10]([CH2:8][CH3:9])[CH2:64][CH3:65])=[O:16])=[CH:18][C:19]=3[CH3:63])=[CH:24][CH:25]=2)=[O:47])[CH2:49][CH2:50]1, predict the reactants needed to synthesize it. The reactants are: FC(F)(F)C(O)=O.[CH2:8]([N:10]([CH2:64][CH3:65])[CH2:11][CH2:12][CH2:13][NH:14][C:15]([C:17]1[CH:22]=[CH:21][C:20]([C:23]2[CH:28]=[CH:27][C:26]([CH2:29][C@H:30]([NH:45][C:46]([C@H:48]3[CH2:53][CH2:52][C@H:51]([CH2:54][NH:55]C(=O)OC(C)(C)C)[CH2:50][CH2:49]3)=[O:47])[C:31](=[O:44])[NH:32][C:33]3[CH:38]=[CH:37][C:36]([C:39]4[N:40]=[N:41][NH:42][N:43]=4)=[CH:35][CH:34]=3)=[CH:25][CH:24]=2)=[C:19]([CH3:63])[CH:18]=1)=[O:16])[CH3:9].[ClH:66].